This data is from Catalyst prediction with 721,799 reactions and 888 catalyst types from USPTO. The task is: Predict which catalyst facilitates the given reaction. (1) Reactant: [ClH:1].[N+:2]([C:5]1[CH:17]=[CH:16][C:8]([CH2:9]N[C@H](C(O)=O)C)=[CH:7][CH:6]=1)([O-:4])=[O:3].[CH2:18]([N:20](CC)CC)[CH3:19].[CH2:25]([NH2:28])[CH2:26][NH2:27]. Product: [ClH:1].[ClH:1].[ClH:1].[NH2:27][CH2:26][CH2:25][NH:28][CH2:19][C@@H:18]([NH2:20])[CH2:9][C:8]1[CH:7]=[CH:6][C:5]([N+:2]([O-:4])=[O:3])=[CH:17][CH:16]=1. The catalyst class is: 275. (2) Reactant: ClC(Cl)(O[C:5](=[O:11])OC(Cl)(Cl)Cl)Cl.Cl.[C:14]1([C:20]2[N:21]=[C:22]([CH:31]3[CH2:36][CH2:35][NH:34][CH2:33][CH2:32]3)[S:23][C:24]=2[C:25]2[CH:30]=[CH:29][CH:28]=[CH:27][CH:26]=2)[CH:19]=[CH:18][CH:17]=[CH:16][CH:15]=1.C(N(CC)CC)C.Cl.[CH3:45][NH:46][OH:47].[Cl-].[NH4+]. Product: [C:14]1([C:20]2[N:21]=[C:22]([CH:31]3[CH2:36][CH2:35][N:34]([C:5](=[O:11])[N:46]([OH:47])[CH3:45])[CH2:33][CH2:32]3)[S:23][C:24]=2[C:25]2[CH:30]=[CH:29][CH:28]=[CH:27][CH:26]=2)[CH:15]=[CH:16][CH:17]=[CH:18][CH:19]=1. The catalyst class is: 46. (3) Reactant: [C:1]([OH:11])(=O)/[CH:2]=[CH:3]/[CH2:4][CH2:5][CH2:6][CH2:7][CH2:8][CH3:9].[CH3:12][C:13]1([CH2:18][NH2:19])[CH2:17][CH2:16][O:15][CH2:14]1.O1CCCC1.Cl.C(N=C=NCCCN(C)C)C. Product: [CH3:12][C:13]1([CH2:18][NH:19][C:1](=[O:11])/[CH:2]=[CH:3]/[CH2:4][CH2:5][CH2:6][CH2:7][CH2:8][CH3:9])[CH2:17][CH2:16][O:15][CH2:14]1. The catalyst class is: 6. (4) Reactant: [Br:1][C:2]1[CH:3]=[C:4]([N:12]([CH2:20][C:21]2[CH:26]=[CH:25][CH:24]=[CH:23][CH:22]=2)[CH2:13][C:14]2[CH:19]=[CH:18][CH:17]=[CH:16][CH:15]=2)[C:5]([F:11])=[C:6]([CH:10]=1)[C:7]([OH:9])=[O:8].[CH2:27](O)[CH3:28]. Product: [CH2:27]([O:8][C:7](=[O:9])[C:6]1[CH:10]=[C:2]([Br:1])[CH:3]=[C:4]([N:12]([CH2:20][C:21]2[CH:26]=[CH:25][CH:24]=[CH:23][CH:22]=2)[CH2:13][C:14]2[CH:19]=[CH:18][CH:17]=[CH:16][CH:15]=2)[C:5]=1[F:11])[CH3:28]. The catalyst class is: 65. (5) Reactant: Cl[C:2]1[CH:7]=[C:6]([Cl:8])[CH:5]=[C:4]([CH3:9])[N+:3]=1[O-].[NH2:11][C@H:12]1[C@H:16]([OH:17])[CH2:15][N:14]([C:18](=[O:31])[CH2:19][C:20]2[CH:25]=[CH:24][C:23]([O:26][C:27]([F:30])([F:29])[F:28])=[CH:22][CH:21]=2)[CH2:13]1. Product: [Cl:8][C:6]1[CH:5]=[C:4]([CH3:9])[N:3]=[C:2]([NH:11][C@H:12]2[C@H:16]([OH:17])[CH2:15][N:14]([C:18](=[O:31])[CH2:19][C:20]3[CH:21]=[CH:22][C:23]([O:26][C:27]([F:28])([F:29])[F:30])=[CH:24][CH:25]=3)[CH2:13]2)[CH:7]=1. The catalyst class is: 51. (6) Reactant: C[C:2]1[CH:7]=[CH:6][C:5](S(OCCC#C)(=O)=O)=[CH:4][CH:3]=1.[C:16]1([N:22]2[CH2:27][CH2:26][NH:25][CH2:24][CH2:23]2)C=C[CH:19]=[CH:18][CH:17]=1.C(N(C(C)C)CC)(C)C. Product: [CH2:16]([N:22]1[CH2:27][CH2:26][N:25]([C:2]2[CH:3]=[CH:4][CH:5]=[CH:6][CH:7]=2)[CH2:24][CH2:23]1)[CH2:17][C:18]#[CH:19]. The catalyst class is: 26. (7) Reactant: [Br:1][C:2]1[CH:7]=[CH:6][C:5]([N:8]=[C:9]=[S:10])=[C:4]([F:11])[CH:3]=1.Cl[C:13]1[C:18]([CH2:19][C:20]#[N:21])=[CH:17][CH:16]=[CH:15][N:14]=1.[H-].[Na+]. Product: [Br:1][C:2]1[CH:7]=[CH:6][C:5]([NH:8][C:9]2[S:10][C:13]3=[N:14][CH:15]=[CH:16][CH:17]=[C:18]3[C:19]=2[C:20]#[N:21])=[C:4]([F:11])[CH:3]=1. The catalyst class is: 16.